From a dataset of Forward reaction prediction with 1.9M reactions from USPTO patents (1976-2016). Predict the product of the given reaction. (1) Given the reactants [Cl:1][C:2]1[CH:3]=[C:4]([CH:6]=[CH:7][CH:8]=1)[NH2:5].C1(P(C2C=CC=CC=2)C2C=CC3C(=CC=CC=3)C=2C2C3C(=CC=CC=3)C=CC=2P(C2C=CC=CC=2)C2C=CC=CC=2)C=CC=CC=1.Br[C:56]1[CH:61]=[CH:60][C:59]([C:62]2[O:77][C:65]3[N:66]=[CH:67][N:68]=[C:69]([N:70]4[CH2:75][CH2:74][CH:73]([OH:76])[CH2:72][CH2:71]4)[C:64]=3[C:63]=2[C:78]2[CH:83]=[CH:82][CH:81]=[CH:80][CH:79]=2)=[CH:58][CH:57]=1.CC(C)([O-])C.[K+], predict the reaction product. The product is: [Cl:1][C:2]1[CH:3]=[C:4]([NH:5][C:56]2[CH:57]=[CH:58][C:59]([C:62]3[O:77][C:65]4[N:66]=[CH:67][N:68]=[C:69]([N:70]5[CH2:75][CH2:74][CH:73]([OH:76])[CH2:72][CH2:71]5)[C:64]=4[C:63]=3[C:78]3[CH:83]=[CH:82][CH:81]=[CH:80][CH:79]=3)=[CH:60][CH:61]=2)[CH:6]=[CH:7][CH:8]=1. (2) The product is: [NH3:8].[CH2:1]([N:8]1[CH2:13][CH2:12][C:11]([CH3:14])([C:15]2[CH:20]=[CH:19][CH:18]=[C:17]([C:21]3[N:22]=[CH:25][NH:27][N:28]=3)[CH:16]=2)[CH2:10][CH2:9]1)[C:2]1[CH:7]=[CH:6][CH:5]=[CH:4][CH:3]=1. Given the reactants [CH2:1]([N:8]1[CH2:13][CH2:12][C:11]([C:15]2[CH:20]=[CH:19][CH:18]=[C:17]([C:21](OC)=[NH:22])[CH:16]=2)([CH3:14])[CH2:10][CH2:9]1)[C:2]1[CH:7]=[CH:6][CH:5]=[CH:4][CH:3]=1.[CH:25]([NH:27][NH2:28])=O, predict the reaction product. (3) The product is: [CH3:47][N:45]1[CH:46]=[C:42]([C:40]2[CH:39]=[N:38][C:25]3[NH:26][C:27]4[CH:28]=[N:29][C:21]([C:16]5[CH:17]=[N:18][CH:19]=[CH:20][C:15]=5[O:14][CH:11]5[CH2:10][CH2:9][NH:8][CH2:13][CH2:12]5)=[CH:22][C:23]=4[C:24]=3[CH:41]=2)[CH:43]=[N:44]1. Given the reactants C(OC([N:8]1[CH2:13][CH2:12][CH:11]([O:14][C:15]2[CH:20]=[CH:19][N:18]=[CH:17][C:16]=2[C:21]2[N:29]=[CH:28][C:27]3[N:26](COCC[Si](C)(C)C)[C:25]4[N:38]=[CH:39][C:40]([C:42]5[CH:43]=[N:44][N:45]([CH3:47])[CH:46]=5)=[CH:41][C:24]=4[C:23]=3[CH:22]=2)[CH2:10][CH2:9]1)=O)(C)(C)C, predict the reaction product. (4) The product is: [Cl:15][C:12]1[CH:13]=[CH:14][C:9]([C@H:8]2[CH2:7][CH2:6][C@H:5]([C:19]3[CH:24]=[CH:23][C:22]([Cl:25])=[C:21]([N+:26]([O-:28])=[O:27])[CH:20]=3)[NH:4]2)=[CH:10][C:11]=1[N+:16]([O-:18])=[O:17]. Given the reactants C([N:4]1[C@@H:8]([C:9]2[CH:14]=[CH:13][C:12]([Cl:15])=[C:11]([N+:16]([O-:18])=[O:17])[CH:10]=2)[CH2:7][CH2:6][C@@H:5]1[C:19]1[CH:24]=[CH:23][C:22]([Cl:25])=[C:21]([N+:26]([O-:28])=[O:27])[CH:20]=1)C=C.O, predict the reaction product.